The task is: Regression/Classification. Given a drug SMILES string, predict its absorption, distribution, metabolism, or excretion properties. Task type varies by dataset: regression for continuous measurements (e.g., permeability, clearance, half-life) or binary classification for categorical outcomes (e.g., BBB penetration, CYP inhibition). Dataset: cyp1a2_veith.. This data is from CYP1A2 inhibition data for predicting drug metabolism from PubChem BioAssay. (1) The compound is CO[C@H]1C[C@@H](O[C@H]2[C@@H](C)C(=O)O[C@@H](C)[C@@H](C)[C@@H](O)[C@@H](C)C(=O)[C@@]3(CO3)C[C@@H](C)[C@@H](O[C@@H]3O[C@@H](C)C[C@@H](N(C)C)[C@@H]3O)[C@H]2C)O[C@@H](C)[C@H]1O. The result is 0 (non-inhibitor). (2) The compound is CC(C)[C@]1(Cl)CC[C@@H]2[C@]3(C)CCC[C@@](C)(C(=O)O)[C@H]3C[C@H](Cl)[C@@]2(Cl)[C@H]1Cl. The result is 0 (non-inhibitor). (3) The drug is Cc1ccc(CSc2nnc3c(n2)OC2(Nc4ccccc4-3)C(=O)Nc3ccc(F)cc32)cc1. The result is 1 (inhibitor).